The task is: Predict the reactants needed to synthesize the given product.. This data is from Full USPTO retrosynthesis dataset with 1.9M reactions from patents (1976-2016). (1) Given the product [CH3:25][O:24][C:7]1[CH:6]=[CH:5][C:4]2[N:3]=[C:2]([NH:29][C:28]3[CH:30]=[CH:31][C:32]([N:34]4[CH2:35][CH2:36][N:37]([CH3:40])[CH2:38][CH2:39]4)=[CH:33][C:27]=3[CH3:26])[C:11]3=[N:12][NH:13][CH:14]=[C:10]3[C:9]=2[CH:8]=1, predict the reactants needed to synthesize it. The reactants are: Cl[C:2]1[C:11]2=[N:12][N:13](CC3C=CC(OC)=CC=3)[CH:14]=[C:10]2[C:9]2[CH:8]=[C:7]([O:24][CH3:25])[CH:6]=[CH:5][C:4]=2[N:3]=1.[CH3:26][C:27]1[CH:33]=[C:32]([N:34]2[CH2:39][CH2:38][N:37]([CH3:40])[CH2:36][CH2:35]2)[CH:31]=[CH:30][C:28]=1[NH2:29].Cl. (2) Given the product [OH:12][C:7]1[CH:8]=[C:9]2[C:4](=[CH:5][CH:6]=1)[CH:3]=[C:2]([C:16]1[CH:24]=[CH:23][C:19]([C:20]([OH:22])=[O:21])=[CH:18][CH:17]=1)[CH:11]=[CH:10]2, predict the reactants needed to synthesize it. The reactants are: Br[C:2]1[CH:3]=[C:4]2[C:9](=[CH:10][CH:11]=1)[CH:8]=[C:7]([OH:12])[CH:6]=[CH:5]2.B([C:16]1[CH:24]=[CH:23][C:19]([C:20]([OH:22])=[O:21])=[CH:18][CH:17]=1)(O)O.